This data is from Forward reaction prediction with 1.9M reactions from USPTO patents (1976-2016). The task is: Predict the product of the given reaction. Given the reactants [NH2:1][C:2]1[CH:3]=[C:4]([F:10])[C:5]([CH2:8][OH:9])=[N:6][CH:7]=1.C(N(C(C)C)C(C)C)C.[Cl:20][C:21]1[CH:22]=[C:23]([N:27]2[C:31]([CH2:32][NH:33][C:34](=O)[O:35]C3C=CC=CC=3)=[CH:30][C:29]([C:43]([F:46])([F:45])[F:44])=[N:28]2)[CH:24]=[CH:25][CH:26]=1, predict the reaction product. The product is: [Cl:20][C:21]1[CH:22]=[C:23]([N:27]2[C:31]([CH2:32][NH:33][C:34]([NH:1][C:2]3[CH:7]=[N:6][C:5]([CH2:8][OH:9])=[C:4]([F:10])[CH:3]=3)=[O:35])=[CH:30][C:29]([C:43]([F:44])([F:45])[F:46])=[N:28]2)[CH:24]=[CH:25][CH:26]=1.